Task: Predict the reaction yield, written as a fraction of the theoretical maximum amount of product (1.0 means a 100% yield; for example, 0.34 means a 34% yield).. Dataset: Reaction yield outcomes from USPTO patents with 853,638 reactions (1) The yield is 0.980. The product is [F:1][C:2]1[C:7]2[O:8][CH2:9][O:10][C:6]=2[CH:5]=[C:4]([CH2:11][OH:12])[CH:3]=1. The catalyst is CO. The reactants are [F:1][C:2]1[C:7]2[O:8][CH2:9][O:10][C:6]=2[CH:5]=[C:4]([CH:11]=[O:12])[CH:3]=1.[BH4-].[Na+]. (2) The reactants are [F:1][C:2]1[CH:3]=[C:4]([C:8]2[N:17]=[C:16]([O:18][CH:19]3[CH2:36][CH:35]4[CH:21]([C:22](=[O:42])[N:23]([CH3:41])[CH2:24][CH2:25][CH2:26][CH2:27][CH:28]=[CH:29][CH:30]5[C:32]([C:38]([OH:40])=O)([NH:33][C:34]4=[O:37])[CH2:31]5)[CH2:20]3)[C:15]3[C:10](=[C:11]([CH3:45])[C:12]([O:43][CH3:44])=[CH:13][CH:14]=3)[N:9]=2)[CH:5]=[CH:6][CH:7]=1.C1N=CN(C(N2C=NC=C2)=O)C=1.C[NH:59][S:60]([CH:63]1[CH2:65][CH2:64]1)(=[O:62])=[O:61].C1CCN2C(=NCCC2)CC1. The catalyst is C1COCC1. The product is [F:1][C:2]1[CH:3]=[C:4]([C:8]2[N:17]=[C:16]([O:18][CH:19]3[CH2:36][CH:35]4[CH:21]([C:22](=[O:42])[N:23]([CH3:41])[CH2:24][CH2:25][CH2:26][CH2:27][CH:28]=[CH:29][CH:30]5[C:32]([C:38]([NH:59][S:60]([CH:63]([CH3:65])[CH3:64])(=[O:62])=[O:61])=[O:40])([NH:33][C:34]4=[O:37])[CH2:31]5)[CH2:20]3)[C:15]3[C:10](=[C:11]([CH3:45])[C:12]([O:43][CH3:44])=[CH:13][CH:14]=3)[N:9]=2)[CH:5]=[CH:6][CH:7]=1. The yield is 0.360. (3) The reactants are [CH:1](=[C:8]1[C:16]2[C:11](=[N:12][CH:13]=[C:14]([C:17]3[CH:22]=[C:21]([O:23][CH3:24])[C:20]([O:25][CH3:26])=[C:19]([O:27][CH3:28])[CH:18]=3)[CH:15]=2)[NH:10][C:9]1=[O:29])[C:2]1[CH:7]=[CH:6][CH:5]=[CH:4][CH:3]=1.C1COCC1.O.[BH4-].[Na+]. The catalyst is CO. The product is [CH2:1]([CH:8]1[C:16]2[C:11](=[N:12][CH:13]=[C:14]([C:17]3[CH:18]=[C:19]([O:27][CH3:28])[C:20]([O:25][CH3:26])=[C:21]([O:23][CH3:24])[CH:22]=3)[CH:15]=2)[NH:10][C:9]1=[O:29])[C:2]1[CH:7]=[CH:6][CH:5]=[CH:4][CH:3]=1. The yield is 0.130. (4) The reactants are [NH2:1][C:2]1[C:9]([Cl:10])=[CH:8][C:5]([C:6]#[N:7])=[CH:4][C:3]=1[Cl:11].CN(C=O)C.[C:17](Cl)(Cl)=[S:18]. The catalyst is ClC1C=CC=CC=1Cl. The product is [Cl:11][C:3]1[CH:4]=[C:5]([CH:8]=[C:9]([Cl:10])[C:2]=1[N:1]=[C:17]=[S:18])[C:6]#[N:7]. The yield is 0.950. (5) The reactants are [O:1]1[CH:5]=[CH:4][CH:3]=[C:2]1[C:6]1[C:15]2[C:10](=[CH:11][CH:12]=[C:13]([N+:16]([O-:18])=[O:17])[CH:14]=2)[N:9]=[C:8]([N:19]2[CH2:24][CH2:23][N:22](C=O)[CH2:21][CH2:20]2)[CH:7]=1.O.[OH-].[Na+]. The catalyst is OS(O)(=O)=O. The product is [O:1]1[CH:5]=[CH:4][CH:3]=[C:2]1[C:6]1[C:15]2[C:10](=[CH:11][CH:12]=[C:13]([N+:16]([O-:18])=[O:17])[CH:14]=2)[N:9]=[C:8]([N:19]2[CH2:24][CH2:23][NH:22][CH2:21][CH2:20]2)[CH:7]=1. The yield is 0.770. (6) The reactants are [CH2:1]([C:3]1[C:4]([NH:12][C@H:13]2[C@@H:17]([O:18][CH2:19][CH3:20])[CH2:16][N:15]([C:21]([O:23][CH3:24])=[O:22])[CH2:14]2)=[N:5][C:6]([CH2:10][CH3:11])=[C:7](I)[N:8]=1)[CH3:2].[CH3:25][O:26][C:27]1[CH:35]=[C:34]2[C:30]([CH2:31][CH2:32][CH2:33]2)=[CH:29][C:28]=1B(O)O.C([O-])([O-])=O.[Na+].[Na+].C([O-])(O)=O.[Na+]. The catalyst is C1C=CC([P]([Pd]([P](C2C=CC=CC=2)(C2C=CC=CC=2)C2C=CC=CC=2)([P](C2C=CC=CC=2)(C2C=CC=CC=2)C2C=CC=CC=2)[P](C2C=CC=CC=2)(C2C=CC=CC=2)C2C=CC=CC=2)(C2C=CC=CC=2)C2C=CC=CC=2)=CC=1.COCCOC. The product is [CH2:1]([C:3]1[C:4]([NH:12][C@H:13]2[C@@H:17]([O:18][CH2:19][CH3:20])[CH2:16][N:15]([C:21]([O:23][CH3:24])=[O:22])[CH2:14]2)=[N:5][C:6]([CH2:10][CH3:11])=[C:7]([C:28]2[CH:29]=[C:30]3[C:34](=[CH:35][C:27]=2[O:26][CH3:25])[CH2:33][CH2:32][CH2:31]3)[N:8]=1)[CH3:2]. The yield is 0.950. (7) The catalyst is O. The yield is 0.990. The product is [CH:3]([CH:4]1[S:8][C:7]([C:9]2[NH:10][C:11]3[C:16]([CH:17]=2)=[CH:15][CH:14]=[CH:13][C:12]=3[N:18]([CH3:27])[S:19]([C:22]2[S:23][CH:24]=[CH:25][CH:26]=2)(=[O:21])=[O:20])=[N:6][CH2:5]1)=[O:2]. The reactants are C[O:2][CH:3](OC)[CH:4]1[S:8][C:7]([C:9]2[NH:10][C:11]3[C:16]([CH:17]=2)=[CH:15][CH:14]=[CH:13][C:12]=3[N:18]([CH3:27])[S:19]([C:22]2[S:23][CH:24]=[CH:25][CH:26]=2)(=[O:21])=[O:20])=[N:6][CH2:5]1.FC(F)(F)C(O)=O.S(=O)(=O)(O)O.C(=O)([O-])O.[Na+]. (8) The reactants are [CH3:1][O:2][C:3]1[C:8]2[N:9]=[C:10]([NH:12][C:13](=[O:23])[C:14]3[CH:19]=[CH:18][C:17]([CH2:20][NH:21][CH3:22])=[CH:16][CH:15]=3)[S:11][C:7]=2[C:6]([N:24]2[CH2:29][CH2:28][O:27][CH2:26][CH2:25]2)=[CH:5][CH:4]=1.N1C=CC=CC=1.Cl[C:37]([O:39][CH3:40])=[O:38]. No catalyst specified. The product is [CH3:40][O:39][C:37](=[O:38])[N:21]([CH2:20][C:17]1[CH:18]=[CH:19][C:14]([C:13](=[O:23])[NH:12][C:10]2[S:11][C:7]3[C:6]([N:24]4[CH2:25][CH2:26][O:27][CH2:28][CH2:29]4)=[CH:5][CH:4]=[C:3]([O:2][CH3:1])[C:8]=3[N:9]=2)=[CH:15][CH:16]=1)[CH3:22]. The yield is 0.660.